Regression. Given two drug SMILES strings and cell line genomic features, predict the synergy score measuring deviation from expected non-interaction effect. From a dataset of NCI-60 drug combinations with 297,098 pairs across 59 cell lines. (1) Drug 1: C1=CC(=CC=C1CC(C(=O)O)N)N(CCCl)CCCl.Cl. Drug 2: COC1=C2C(=CC3=C1OC=C3)C=CC(=O)O2. Cell line: K-562. Synergy scores: CSS=24.7, Synergy_ZIP=-2.07, Synergy_Bliss=4.31, Synergy_Loewe=-6.45, Synergy_HSA=-0.542. (2) Drug 1: CC1OCC2C(O1)C(C(C(O2)OC3C4COC(=O)C4C(C5=CC6=C(C=C35)OCO6)C7=CC(=C(C(=C7)OC)O)OC)O)O. Drug 2: C1=C(C(=O)NC(=O)N1)F. Cell line: SF-295. Synergy scores: CSS=58.9, Synergy_ZIP=-12.6, Synergy_Bliss=-10.8, Synergy_Loewe=-6.29, Synergy_HSA=-4.80. (3) Drug 1: COC1=C2C(=CC3=C1OC=C3)C=CC(=O)O2. Drug 2: C1C(C(OC1N2C=NC(=NC2=O)N)CO)O. Cell line: SF-539. Synergy scores: CSS=-31.8, Synergy_ZIP=7.48, Synergy_Bliss=-8.29, Synergy_Loewe=-27.8, Synergy_HSA=-32.3. (4) Drug 1: C1C(C(OC1N2C=NC3=C(N=C(N=C32)Cl)N)CO)O. Drug 2: CC1=C2C(C(=O)C3(C(CC4C(C3C(C(C2(C)C)(CC1OC(=O)C(C(C5=CC=CC=C5)NC(=O)OC(C)(C)C)O)O)OC(=O)C6=CC=CC=C6)(CO4)OC(=O)C)O)C)O. Cell line: SR. Synergy scores: CSS=54.4, Synergy_ZIP=-0.799, Synergy_Bliss=0.581, Synergy_Loewe=-1.83, Synergy_HSA=0.0587. (5) Drug 1: C1=CC(=CC=C1CCCC(=O)O)N(CCCl)CCCl. Drug 2: CC1=C(C=C(C=C1)NC(=O)C2=CC=C(C=C2)CN3CCN(CC3)C)NC4=NC=CC(=N4)C5=CN=CC=C5. Cell line: K-562. Synergy scores: CSS=46.7, Synergy_ZIP=1.05, Synergy_Bliss=0.946, Synergy_Loewe=-14.6, Synergy_HSA=3.68.